This data is from Catalyst prediction with 721,799 reactions and 888 catalyst types from USPTO. The task is: Predict which catalyst facilitates the given reaction. Reactant: P([O-])([O-])([O-])=O.[K+].[K+].[K+].[NH:9]1[CH:13]=[CH:12][N:11]=[CH:10]1.Br[C:15]1[CH:16]=[N:17][C:18]2[C:19]3[N:28]([CH2:29][CH:30]([CH3:32])[CH3:31])[C:27]([CH2:33][O:34][CH2:35][CH3:36])=[N:26][C:20]=3[C:21]([NH2:25])=[N:22][C:23]=2[CH:24]=1.N[C@@H]1CCCC[C@H]1N. Product: [CH2:35]([O:34][CH2:33][C:27]1[N:28]([CH2:29][CH:30]([CH3:32])[CH3:31])[C:19]2[C:18]3[N:17]=[CH:16][C:15]([N:9]4[CH:13]=[CH:12][N:11]=[CH:10]4)=[CH:24][C:23]=3[N:22]=[C:21]([NH2:25])[C:20]=2[N:26]=1)[CH3:36]. The catalyst class is: 321.